This data is from Full USPTO retrosynthesis dataset with 1.9M reactions from patents (1976-2016). The task is: Predict the reactants needed to synthesize the given product. Given the product [Si:1]([O:8][C@H:9]([CH2:24][OH:25])[C@@H:10]([NH:17][C:39](=[O:40])[O:38][C:34]([CH3:37])([CH3:36])[CH3:35])[CH2:11][C@H:12]1[CH2:16][CH2:15][O:14][CH2:13]1)([C:4]([CH3:5])([CH3:6])[CH3:7])([CH3:2])[CH3:3].[Si:1]([O:8][C@H:9]([CH2:24][OH:25])[C@@H:10]([NH:17][C:42](=[O:43])[O:44][C:45]([CH3:46])([CH3:47])[CH3:48])[CH2:11][C@@H:12]1[CH2:16][CH2:15][O:14][CH2:13]1)([C:4]([CH3:6])([CH3:7])[CH3:5])([CH3:3])[CH3:2], predict the reactants needed to synthesize it. The reactants are: [Si:1]([O:8][C@H:9]([CH2:24][O:25][Si](C(C)(C)C)(C)C)[C@@H:10]([NH:17][S@](C(C)(C)C)=O)[CH2:11][CH:12]1[CH2:16][CH2:15][O:14][CH2:13]1)([C:4]([CH3:7])([CH3:6])[CH3:5])([CH3:3])[CH3:2].Cl.[C:34]([O:38][C:39](O[C:42]([O:44][C:45]([CH3:48])([CH3:47])[CH3:46])=[O:43])=[O:40])([CH3:37])([CH3:36])[CH3:35].